Dataset: Reaction yield outcomes from USPTO patents with 853,638 reactions. Task: Predict the reaction yield, written as a fraction of the theoretical maximum amount of product (1.0 means a 100% yield; for example, 0.34 means a 34% yield). (1) The reactants are [CH:1]([S:3]([N:6]1[CH2:11][CH2:10][CH:9]([C:12]2[C:20]3[C:15](=[C:16]([C:27]([NH2:29])=[O:28])[CH:17]=[C:18]([C:21]4[CH:26]=[CH:25][CH:24]=[CH:23][CH:22]=4)[CH:19]=3)[NH:14][CH:13]=2)[CH2:8][CH2:7]1)(=[O:5])=[O:4])=[CH2:2].[OH-:30].[Na+]. The catalyst is CS(C)=O. The product is [OH:30][CH2:2][CH2:1][S:3]([N:6]1[CH2:7][CH2:8][CH:9]([C:12]2[C:20]3[C:15](=[C:16]([C:27]([NH2:29])=[O:28])[CH:17]=[C:18]([C:21]4[CH:26]=[CH:25][CH:24]=[CH:23][CH:22]=4)[CH:19]=3)[NH:14][CH:13]=2)[CH2:10][CH2:11]1)(=[O:5])=[O:4]. The yield is 0.590. (2) The reactants are [C:12]([O:11][C:9](O[C:9]([O:11][C:12]([CH3:15])([CH3:14])[CH3:13])=[O:10])=[O:10])([CH3:15])([CH3:14])[CH3:13].[CH2:16]([O:18][C:19](=[O:31])[C:20]([C:22]1[C:30]2[C:25](=[CH:26][CH:27]=[CH:28][N:29]=2)[NH:24][CH:23]=1)=[O:21])[CH3:17]. The catalyst is CN(C1C=CN=CC=1)C.ClCCl. The product is [CH2:16]([O:18][C:19](=[O:31])[C:20]([C:22]1[C:30]2[C:25](=[CH:26][CH:27]=[CH:28][N:29]=2)[N:24]([C:9]([O:11][C:12]([CH3:13])([CH3:14])[CH3:15])=[O:10])[CH:23]=1)=[O:21])[CH3:17]. The yield is 0.860. (3) The product is [F:1][C:2]1[CH:9]=[CH:8][C:5]([CH2:6][OH:7])=[C:4]([O:10][CH3:11])[CH:3]=1. The yield is 0.910. The catalyst is CO.O. The reactants are [F:1][C:2]1[CH:9]=[CH:8][C:5]([CH:6]=[O:7])=[C:4]([O:10][CH3:11])[CH:3]=1.[BH4-].[Na+].C(=O)([O-])O.[K+]. (4) The reactants are Br[C:2]1[CH:3]=[C:4]([F:9])[C:5]([Cl:8])=[N:6][CH:7]=1.[CH3:10][C:11]1(C)C(C)(C)OB(C=C)O1.C([O-])([O-])=O.[K+].[K+]. The catalyst is CCO.C1COCC1.O.Cl[Pd](Cl)([P](C1C=CC=CC=1)(C1C=CC=CC=1)C1C=CC=CC=1)[P](C1C=CC=CC=1)(C1C=CC=CC=1)C1C=CC=CC=1. The product is [Cl:8][C:5]1[C:4]([F:9])=[CH:3][C:2]([CH:10]=[CH2:11])=[CH:7][N:6]=1. The yield is 0.850. (5) The reactants are [F:1][C:2]1[CH:9]=[C:8]([OH:10])[CH:7]=[CH:6][C:3]=1[C:4]#[N:5].C(=O)([O-])[O-].[K+].[K+].[CH2:17](Br)[C:18]1[CH:23]=[CH:22][CH:21]=[CH:20][CH:19]=1.[I-].[K+]. The catalyst is CC(C)=O.O. The product is [CH2:17]([O:10][C:8]1[CH:7]=[CH:6][C:3]([C:4]#[N:5])=[C:2]([F:1])[CH:9]=1)[C:18]1[CH:23]=[CH:22][CH:21]=[CH:20][CH:19]=1. The yield is 0.900. (6) The reactants are CC(OI1(OC(C)=O)(OC(C)=O)OC(=O)C2C=CC=CC1=2)=O.[CH2:23]([O:30][C:31]1[C:32]([Br:44])=[C:33]([CH:38]([OH:43])[C:39]([O:41][CH3:42])=[O:40])[C:34]([CH3:37])=[CH:35][CH:36]=1)[C:24]1[CH:29]=[CH:28][CH:27]=[CH:26][CH:25]=1. The catalyst is ClCCl. The product is [CH2:23]([O:30][C:31]1[C:32]([Br:44])=[C:33]([C:38](=[O:43])[C:39]([O:41][CH3:42])=[O:40])[C:34]([CH3:37])=[CH:35][CH:36]=1)[C:24]1[CH:25]=[CH:26][CH:27]=[CH:28][CH:29]=1. The yield is 0.990.